From a dataset of Experimentally validated miRNA-target interactions with 360,000+ pairs, plus equal number of negative samples. Binary Classification. Given a miRNA mature sequence and a target amino acid sequence, predict their likelihood of interaction. (1) The miRNA is mmu-miR-1943-5p with sequence AAGGGAGGAUCUGGGCACCUGGA. The protein sequence of the target gene is MWPPDAEPEPDPESAHGPRSGRTVPGLRALLPARAFLCSLKGRLLLAESGLSFITFICYVVSSASAFLTVPLLEFLLAVYFLFADAMQLNDKWQGLCWPMMDFLRCVTAALIYFVISITAVAKYSDGAYKAAGVFGFFATIVFAIDFYLIFNEVAKFLKQGDSGNETTAHRTEEENSNSDSDSD. Result: 1 (interaction). (2) Result: 1 (interaction). The miRNA is hsa-miR-1911-3p with sequence CACCAGGCAUUGUGGUCUCC. The protein sequence of the target gene is MQWLRVRESPGEATGHRVTMGTAALGPVWAALLLFLLMCEIPMVELTFDRAVASGCQRCCDSEDPLDPAHVSSASSSGRPHALPEIRPYINITILKGDKGDPGPMGLPGYMGREGPQGEPGPQGSKGDKGEMGSPGAPCQKRFFAFSVGRKTALHSGEDFQTLLFERVFVNLDGCFDMATGQFAAPLRGIYFFSLNVHSWNYKETYVHIMHNQKEAVILYAQPSERSIMQSQSVMLDLAYGDRVWVRLFKRQRENAIYSNDFDTYITFSGHLIKAEDD. (3) The miRNA is hsa-miR-7161-3p with sequence UAGAUCUUUGACUCUGGCAGUCUCCAGG. The protein sequence of the target gene is MKPKLMYQELKVPVEEPAGELPLNEIEAWKAAEKKARWVLLVLILAVVGFGALMTQLFLWEYGDLHLFGPNQRPAPCYDPCEAVLVESIPEGLEFPNATTSNPSTSQAWLGLLAGAHSSLDIASFYWTLTNNDTHTQEPSAQQGEEVLQQLQALAPRGVKVRIAVSKPNGPLADLQSLLQSGAQVRMVDMQKLTHGVLHTKFWVVDQTHFYLGSANMDWRSLTQVKELGVVMYNCSCLARDLTKIFEAYWFLGQAGSSIPSTWPRSFDTRYNQETPMEICLNGTPALAYLASAPPPLCPS.... Result: 0 (no interaction).